From a dataset of Forward reaction prediction with 1.9M reactions from USPTO patents (1976-2016). Predict the product of the given reaction. (1) Given the reactants [CH3:1][N:2]1[CH2:30][CH2:29][C:5]2[N:6]([CH2:14][CH:15]([C:23]3[CH:28]=[CH:27][N:26]=[CH:25][CH:24]=3)[CH2:16][CH2:17]OS(C)(=O)=O)[C:7]3[CH:8]=[CH:9][C:10]([CH3:13])=[CH:11][C:12]=3[C:4]=2[CH2:3]1.[NH3:31], predict the reaction product. The product is: [CH3:1][N:2]1[CH2:30][CH2:29][C:5]2[N:6]([CH2:14][CH:15]([C:23]3[CH:28]=[CH:27][N:26]=[CH:25][CH:24]=3)[CH2:16][CH2:17][NH2:31])[C:7]3[CH:8]=[CH:9][C:10]([CH3:13])=[CH:11][C:12]=3[C:4]=2[CH2:3]1. (2) Given the reactants [C:1]([O:5][C:6](=[O:31])[NH:7][C@H:8]([C@@H:24]1[CH2:28][C@@H:27]([CH3:29])[C:26](=[O:30])[O:25]1)[CH2:9][C:10]1[CH:15]=[CH:14][CH:13]=[C:12]([O:16]CC2C=CC=CC=2)[CH:11]=1)([CH3:4])([CH3:3])[CH3:2], predict the reaction product. The product is: [C:1]([O:5][C:6](=[O:31])[NH:7][C@H:8]([C@@H:24]1[CH2:28][C@@H:27]([CH3:29])[C:26](=[O:30])[O:25]1)[CH2:9][C:10]1[CH:15]=[CH:14][CH:13]=[C:12]([OH:16])[CH:11]=1)([CH3:3])([CH3:2])[CH3:4]. (3) Given the reactants [CH2:1]([O:3][C:4]([N:6]1[CH2:9][C:8]2([CH2:18][C:17](=[O:19])[C:16]3[C:11](=[CH:12][CH:13]=[C:14](/[CH:20]=[CH:21]/[C:22]([NH:24][O:25]C4CCCCO4)=[O:23])[CH:15]=3)[O:10]2)[CH2:7]1)=[O:5])[CH3:2].Cl, predict the reaction product. The product is: [CH2:1]([O:3][C:4]([N:6]1[CH2:9][C:8]2([CH2:18][C:17](=[O:19])[C:16]3[C:11](=[CH:12][CH:13]=[C:14](/[CH:20]=[CH:21]/[C:22]([NH:24][OH:25])=[O:23])[CH:15]=3)[O:10]2)[CH2:7]1)=[O:5])[CH3:2].